This data is from Full USPTO retrosynthesis dataset with 1.9M reactions from patents (1976-2016). The task is: Predict the reactants needed to synthesize the given product. (1) Given the product [F:36][C:37]1[CH:38]=[CH:39][C:40]([OH:69])=[C:41]2[C:45]=1[N:44]([C:46]1[N:50]=[C:49]([CH:51]3[CH2:56][CH2:55][N:54]([CH:57]4[CH2:58][CH2:59][N:60]([C:63](=[O:65])[CH3:64])[CH2:61][CH2:62]4)[CH2:53][CH2:52]3)[O:48][N:47]=1)[N:43]=[C:42]2[CH:66]([CH3:67])[CH3:68], predict the reactants needed to synthesize it. The reactants are: FC1C(O)=CC=C2C=1N(C1N=C(C3CCN(C4CCN(C(=O)CO)CC4)CC3)ON=1)N=C2C(C)C.[F:36][C:37]1[CH:38]=[CH:39][C:40]([O:69]C)=[C:41]2[C:45]=1[N:44]([C:46]1[N:50]=[C:49]([CH:51]3[CH2:56][CH2:55][N:54]([CH:57]4[CH2:62][CH2:61][N:60]([C:63](=[O:65])[CH3:64])[CH2:59][CH2:58]4)[CH2:53][CH2:52]3)[O:48][N:47]=1)[N:43]=[C:42]2[CH:66]([CH3:68])[CH3:67]. (2) Given the product [NH2:7][C@@H:8]([C@@H:9]([CH3:12])[CH2:10][CH3:11])[CH2:13][N:14]([C:27]1[CH:32]=[CH:31][C:30]([C:35]#[C:36][CH2:37][CH2:38][CH3:39])=[CH:29][CH:28]=1)[C:15]([C@H:17]1[CH2:19][C@@H:18]1[C:20]1[CH:25]=[CH:24][CH:23]=[C:22]([F:26])[N:21]=1)=[O:16], predict the reactants needed to synthesize it. The reactants are: C(OC(=O)[NH:7][C@H:8]([CH2:13][N:14]([C:27]1[CH:32]=[CH:31][C:30](Br)=[CH:29][CH:28]=1)[C:15]([C@@H:17]1[CH2:19][C@H:18]1[C:20]1[CH:25]=[CH:24][CH:23]=[C:22]([F:26])[N:21]=1)=[O:16])[C@@H:9]([CH3:12])[CH2:10][CH3:11])(C)(C)C.[CH:35]#[C:36][CH2:37][CH2:38][CH3:39].CCCC[N+](CCCC)(CCCC)CCCC.[F-]. (3) The reactants are: [NH2:1][CH:2]([CH2:12]CC1C=CC(C(C)(C)C)=CC=1)[CH:3]([C:5]1[CH:10]=[CH:9][C:8]([F:11])=[CH:7][CH:6]=1)[OH:4].[C:24]1([C:35]([OH:37])=O)[CH:25]=[CH:26][CH:27]=[C:28]2[CH2:34][CH2:33][CH2:32][CH:31]=[CH:30][C:29]=12.O.ON1[C:44]2[CH:45]=[CH:46][CH:47]=[CH:48][C:43]=2N=N1.Cl.C(N=C=N[CH2:55][CH2:56][CH2:57]N(C)C)C.[C:61](#N)C. Given the product [C:56]([C:43]1[CH:48]=[CH:47][C:46]([CH2:12][CH:2]([NH:1][C:35]([C:24]2[CH:25]=[CH:26][CH:27]=[C:28]3[CH2:34][CH2:33][CH2:32][CH:31]=[CH:30][C:29]=23)=[O:37])[CH:3]([C:5]2[CH:10]=[CH:9][C:8]([F:11])=[CH:7][CH:6]=2)[OH:4])=[CH:45][CH:44]=1)([CH3:57])([CH3:61])[CH3:55], predict the reactants needed to synthesize it. (4) The reactants are: [CH2:1]([O:3][C:4](=[O:17])[CH2:5][N:6]1[CH:14]=[N:13][C:12]2[C:7]1=[N:8][C:9]([Cl:16])=[N:10][C:11]=2Cl)[CH3:2].O.C([O-])([O-])=O.[K+].[K+].[OH:25][C:26]1[CH:27]=[C:28](B(O)O)[CH:29]=[CH:30][CH:31]=1. Given the product [CH2:1]([O:3][C:4](=[O:17])[CH2:5][N:6]1[CH:14]=[N:13][C:12]2[C:7]1=[N:8][C:9]([Cl:16])=[N:10][C:11]=2[C:30]1[CH:29]=[CH:28][CH:27]=[C:26]([OH:25])[CH:31]=1)[CH3:2], predict the reactants needed to synthesize it.